This data is from Full USPTO retrosynthesis dataset with 1.9M reactions from patents (1976-2016). The task is: Predict the reactants needed to synthesize the given product. (1) Given the product [CH2:13]([O:20][C:21]([NH:23]/[C:24](=[CH:9]\[C:6]1[CH:7]=[N:8][C:3]([C:2]([F:12])([F:11])[F:1])=[CH:4][CH:5]=1)/[C:25]([O:27][CH3:28])=[O:26])=[O:22])[C:14]1[CH:15]=[CH:16][CH:17]=[CH:18][CH:19]=1, predict the reactants needed to synthesize it. The reactants are: [F:1][C:2]([F:12])([F:11])[C:3]1[N:8]=[CH:7][C:6]([CH:9]=O)=[CH:5][CH:4]=1.[CH2:13]([O:20][C:21]([NH:23][CH:24](P(OC)(OC)=O)[C:25]([O:27][CH3:28])=[O:26])=[O:22])[C:14]1[CH:19]=[CH:18][CH:17]=[CH:16][CH:15]=1. (2) Given the product [CH2:51]([O:53][P:54]([CH2:59][NH:60][C:26](=[O:27])[CH2:25][CH2:24][C:23]([CH3:29])=[CH:22][CH2:21][C:4]1[C:5]([O:14][CH2:15][CH2:16][Si:17]([CH3:20])([CH3:18])[CH3:19])=[C:6]2[C:10](=[C:11]([CH3:12])[C:3]=1[O:2][CH3:1])[CH2:9][O:8][C:7]2=[O:13])(=[O:58])[O:55][CH2:56][CH3:57])[CH3:52], predict the reactants needed to synthesize it. The reactants are: [CH3:1][O:2][C:3]1[C:11]([CH3:12])=[C:10]2[C:6]([C:7](=[O:13])[O:8][CH2:9]2)=[C:5]([O:14][CH2:15][CH2:16][Si:17]([CH3:20])([CH3:19])[CH3:18])[C:4]=1[CH2:21][CH:22]=[C:23]([CH3:29])[CH2:24][CH2:25][C:26](O)=[O:27].ClC(OCC(C)C)=O.C(N(CC)CC)C.C(O)(=O)C(O)=O.[CH2:51]([O:53][P:54]([CH2:59][NH2:60])(=[O:58])[O:55][CH2:56][CH3:57])[CH3:52]. (3) Given the product [ClH:1].[ClH:1].[CH2:2]([O:9][C:10]1[C:11]([NH:17][C:18]2[S:19][CH:20]=[C:21]([CH3:23])[N:22]=2)=[N:12][CH:13]=[C:14]([C:26]2[CH:25]=[N:24][CH:29]=[CH:28][CH:27]=2)[CH:15]=1)[C:3]1[CH:8]=[CH:7][CH:6]=[CH:5][CH:4]=1, predict the reactants needed to synthesize it. The reactants are: [ClH:1].[CH2:2]([O:9][C:10]1[C:11]([NH:17][C:18]2[S:19][CH:20]=[C:21]([CH3:23])[N:22]=2)=[N:12][CH:13]=[C:14](Br)[CH:15]=1)[C:3]1[CH:8]=[CH:7][CH:6]=[CH:5][CH:4]=1.[N:24]1[CH:29]=[CH:28][CH:27]=[C:26](B(O)O)[CH:25]=1.C(=O)([O-])[O-].[Na+].[Na+].O. (4) Given the product [OH:12][C:4]1[CH:3]=[C:2]([NH:1][S:26]([C:23]2[CH:22]=[CH:21][C:20]([O:13][C:14]3[CH:19]=[CH:18][CH:17]=[CH:16][CH:15]=3)=[CH:25][CH:24]=2)(=[O:28])=[O:27])[CH:11]=[CH:10][C:5]=1[C:6]([O:8][CH3:9])=[O:7], predict the reactants needed to synthesize it. The reactants are: [NH2:1][C:2]1[CH:3]=[C:4]([OH:12])[C:5](=[CH:10][CH:11]=1)[C:6]([O:8][CH3:9])=[O:7].[O:13]([C:20]1[CH:25]=[CH:24][C:23]([S:26](Cl)(=[O:28])=[O:27])=[CH:22][CH:21]=1)[C:14]1[CH:19]=[CH:18][CH:17]=[CH:16][CH:15]=1. (5) Given the product [CH3:9][N:10]1[C:14]([S:22][CH3:21])=[C:13]([C:16]([O:18][CH2:19][CH3:20])=[O:17])[CH:12]=[N:11]1, predict the reactants needed to synthesize it. The reactants are: N(OCCC(C)C)=O.[CH3:9][N:10]1[C:14](N)=[C:13]([C:16]([O:18][CH2:19][CH3:20])=[O:17])[CH:12]=[N:11]1.[CH3:21][S:22]SC. (6) Given the product [F:34][C:35]([F:40])([F:39])[C:36]([OH:38])=[O:37].[NH2:25][CH2:24][CH2:23][NH:22][S:19]([C:14]1[C:13]([OH:33])=[C:12]([NH:11][C:9]([NH:8][C:3]2[CH:4]=[CH:5][CH:6]=[CH:7][C:2]=2[Br:1])=[O:10])[CH:17]=[CH:16][C:15]=1[Cl:18])(=[O:20])=[O:21], predict the reactants needed to synthesize it. The reactants are: [Br:1][C:2]1[CH:7]=[CH:6][CH:5]=[CH:4][C:3]=1[NH:8][C:9]([NH:11][C:12]1[CH:17]=[CH:16][C:15]([Cl:18])=[C:14]([S:19]([NH:22][CH2:23][CH2:24][NH:25]C(OC(C)(C)C)=O)(=[O:21])=[O:20])[C:13]=1[OH:33])=[O:10].[F:34][C:35]([F:40])([F:39])[C:36]([OH:38])=[O:37]. (7) Given the product [CH2:65]([CH:67]([CH2:79][CH2:80][CH2:81][CH3:82])[CH2:68][CH:69]([N:78]1[C:63]2[CH:62]=[CH:61][S:60][C:59]=2[C:55]2[S:56][CH:57]=[CH:58][C:54]1=2)[CH2:70][CH:71]([CH2:76][CH3:77])[CH2:72][CH2:73][CH2:74][CH3:75])[CH3:66], predict the reactants needed to synthesize it. The reactants are: CC(C)([O-])C.[Na+].C1(P(C2C=CC=CC=2)C2C=CC3C(=CC=CC=3)C=2C2C3C(=CC=CC=3)C=CC=2P(C2C=CC=CC=2)C2C=CC=CC=2)C=CC=CC=1.Br[C:54]1[CH:58]=[CH:57][S:56][C:55]=1[C:59]1[S:60][CH:61]=[CH:62][C:63]=1Br.[CH2:65]([CH:67]([CH2:79][CH2:80][CH2:81][CH3:82])[CH2:68][CH:69]([NH2:78])[CH2:70][CH:71]([CH2:76][CH3:77])[CH2:72][CH2:73][CH2:74][CH3:75])[CH3:66].